From a dataset of Full USPTO retrosynthesis dataset with 1.9M reactions from patents (1976-2016). Predict the reactants needed to synthesize the given product. Given the product [CH2:1]1[C:5]2[CH:6]=[CH:7][C:8]([CH:10]=[C:16]3[S:12][C:13](=[O:18])[NH:14][C:15]3=[O:17])=[CH:9][C:4]=2[CH2:3][O:2]1, predict the reactants needed to synthesize it. The reactants are: [CH2:1]1[C:5]2[CH:6]=[CH:7][C:8]([CH:10]=O)=[CH:9][C:4]=2[CH2:3][O:2]1.[S:12]1[CH2:16][C:15](=[O:17])[NH:14][C:13]1=[O:18].